This data is from Reaction yield outcomes from USPTO patents with 853,638 reactions. The task is: Predict the reaction yield, written as a fraction of the theoretical maximum amount of product (1.0 means a 100% yield; for example, 0.34 means a 34% yield). (1) The reactants are C(NC(C)C)(C)C.C([Li])CCC.[F:13][C:14]1[C:19]([O:20][CH3:21])=[CH:18][C:17]([O:22][CH3:23])=[C:16]([F:24])[C:15]=1[CH2:25][CH2:26][C:27]1[N:28]=[C:29]2[CH:35]=[CH:34][N:33]([S:36]([C:39]3[CH:44]=[CH:43][CH:42]=[CH:41][CH:40]=3)(=[O:38])=[O:37])[C:30]2=[N:31][CH:32]=1.[Br:45]C(Cl)(Cl)C(Br)(Cl)Cl. The catalyst is O1CCCC1. The product is [Br:45][C:34]1[N:33]([S:36]([C:39]2[CH:44]=[CH:43][CH:42]=[CH:41][CH:40]=2)(=[O:38])=[O:37])[C:30]2=[N:31][CH:32]=[C:27]([CH2:26][CH2:25][C:15]3[C:16]([F:24])=[C:17]([O:22][CH3:23])[CH:18]=[C:19]([O:20][CH3:21])[C:14]=3[F:13])[N:28]=[C:29]2[CH:35]=1. The yield is 0.700. (2) The reactants are [ClH:1].Cl.[Cl:3]C1C=C([C:10]2(O)[CH2:15][CH2:14][CH2:13][CH2:12][CH:11]2[CH2:16][CH2:17][N:18]2[CH2:23][CH2:22][NH:21][CH2:20][CH2:19]2)C=CC=1.[CH3:25][O:26][C:27]1[CH:28]=[C:29]2[C:34](=[CH:35][CH:36]=1)[CH:33]=[C:32]([CH:37]=O)[CH:31]=[CH:30]2.C(O[BH-](O[C:49](=[O:51])[CH3:50])OC(=O)C)(=O)C.[Na+]. The catalyst is ClC(Cl)C. The product is [ClH:3].[ClH:1].[Cl:1][C:13]1[CH:12]=[C:11]([CH:16]([C:49]2([OH:51])[CH2:50][CH2:12][CH2:11][CH2:10][CH2:15]2)[CH2:17][N:18]2[CH2:19][CH2:20][N:21]([CH2:37][C:32]3[CH:31]=[CH:30][C:29]4[C:34](=[CH:35][CH:36]=[C:27]([O:26][CH3:25])[CH:28]=4)[CH:33]=3)[CH2:22][CH2:23]2)[CH:10]=[CH:15][CH:14]=1. The yield is 0.640. (3) The reactants are [Cl:1][C:2]1[CH:3]=[CH:4][C:5]([F:34])=[C:6]([C:8]2[CH:13]=[C:12]([NH:14][C:15]3[C:16]4[C:17](=[CH:21][N:22](CC5C=CC(OC)=CC=5)[N:23]=4)[N:18]=[CH:19][CH:20]=3)[CH:11]=[C:10]([CH3:33])[N:9]=2)[CH:7]=1.ClC1C=CC(F)=C(C2C=C(NC3C=CN=C4C=NN(CC5C=CC(OC)=CC=5)C=34)C=C(C)N=2)C=1.C(O)(C(F)(F)F)=O. No catalyst specified. The product is [Cl:1][C:2]1[CH:3]=[CH:4][C:5]([F:34])=[C:6]([C:8]2[CH:13]=[C:12]([NH:14][C:15]3[CH:20]=[CH:19][N:18]=[C:17]4[CH:21]=[N:22][NH:23][C:16]=34)[CH:11]=[C:10]([CH3:33])[N:9]=2)[CH:7]=1. The yield is 0.690. (4) The reactants are [Br:1][C:2]1[CH:7]=[CH:6][C:5]([C:8]([F:11])([F:10])[F:9])=[C:4](F)[CH:3]=1.CN([CH:16]=[O:17])C.C[O-].[Na+]. No catalyst specified. The product is [Br:1][C:2]1[CH:7]=[CH:6][C:5]([C:8]([F:11])([F:10])[F:9])=[C:4]([O:17][CH3:16])[CH:3]=1. The yield is 0.460. (5) The catalyst is CN(C)C=O.O1CCCC1. The yield is 0.820. The reactants are [CH3:1][O:2][C:3]1[CH:11]=[CH:10][C:9]([O:12][CH3:13])=[C:8]2[C:4]=1[C:5](=[O:15])[C:6](=[O:14])[NH:7]2.C(=O)([O-])[O-].[Cs+].[Cs+].Br[CH2:23][CH2:24][O:25][CH2:26][CH2:27][O:28][CH3:29]. The product is [CH3:1][O:2][C:3]1[CH:11]=[CH:10][C:9]([O:12][CH3:13])=[C:8]2[C:4]=1[C:5](=[O:15])[C:6](=[O:14])[N:7]2[CH2:23][CH2:24][O:25][CH2:26][CH2:27][O:28][CH3:29]. (6) The reactants are [CH3:1][O:2][C:3]1[CH:30]=[C:29]([O:31][CH3:32])[CH:28]=[CH:27][C:4]=1[CH2:5][N:6]1[C:14](=O)[C:13]2[C:8](=[CH:9][CH:10]=[CH:11][C:12]=2[O:16][CH2:17][CH2:18][CH2:19][N:20]2[CH2:25][CH2:24][O:23][CH2:22][CH2:21]2)[C:7]1=O.[H-].[Al+3].[Li+].[H-].[H-].[H-].C1COCC1. No catalyst specified. The product is [CH3:1][O:2][C:3]1[CH:30]=[C:29]([O:31][CH3:32])[CH:28]=[CH:27][C:4]=1[CH2:5][N:6]1[CH2:14][C:13]2[C:8](=[CH:9][CH:10]=[CH:11][C:12]=2[O:16][CH2:17][CH2:18][CH2:19][N:20]2[CH2:25][CH2:24][O:23][CH2:22][CH2:21]2)[CH2:7]1. The yield is 0.830. (7) The reactants are I[C:2]1[CH:3]=[C:4]([CH:7]=[CH:8][C:9]=1[O:10][CH3:11])[CH:5]=[O:6].C(N(CC)CC)C.[CH:19]#[C:20][CH2:21][CH2:22][CH2:23][CH3:24]. The catalyst is C1COCC1.C1C=CC([P]([Pd]([P](C2C=CC=CC=2)(C2C=CC=CC=2)C2C=CC=CC=2)([P](C2C=CC=CC=2)(C2C=CC=CC=2)C2C=CC=CC=2)[P](C2C=CC=CC=2)(C2C=CC=CC=2)C2C=CC=CC=2)(C2C=CC=CC=2)C2C=CC=CC=2)=CC=1.[Cu]I. The product is [C:19]([C:2]1[CH:3]=[C:4]([CH:7]=[CH:8][C:9]=1[O:10][CH3:11])[CH:5]=[O:6])#[C:20][CH2:21][CH2:22][CH2:23][CH3:24]. The yield is 0.950. (8) The reactants are [O:1]=[C:2]([N:7]([CH2:22][C:23]1[CH:28]=[CH:27][CH:26]=[CH:25][CH:24]=1)[CH2:8][C@@H:9]1[CH2:14][O:13][CH2:12][CH2:11][N:10]1CC1C=CC=CC=1)[C:3](OC)=[O:4]. The catalyst is CO.[Pd]. The product is [C:23]1([CH2:22][N:7]2[C:2](=[O:1])[C:3](=[O:4])[N:10]3[C@@H:9]([CH2:14][O:13][CH2:12][CH2:11]3)[CH2:8]2)[CH:28]=[CH:27][CH:26]=[CH:25][CH:24]=1. The yield is 0.860. (9) The reactants are [NH2:1][C:2]1[CH:3]=[C:4]2[C:9](=[CH:10][CH:11]=1)[CH:8]=[N:7][CH:6]=[CH:5]2.[C:12]1([CH3:22])[CH:17]=[CH:16][C:15]([S:18](Cl)(=[O:20])=[O:19])=[CH:14][CH:13]=1.O. The catalyst is N1C=CC=CC=1. The product is [C:12]1([CH3:22])[CH:17]=[CH:16][C:15]([S:18]([NH:1][C:2]2[CH:3]=[C:4]3[C:9](=[CH:10][CH:11]=2)[CH:8]=[N:7][CH:6]=[CH:5]3)(=[O:20])=[O:19])=[CH:14][CH:13]=1. The yield is 0.850. (10) The reactants are [N+:1]([C:4]1[CH:5]=[C:6]([C:10]2[S:11][C:12]3[CH:17]=[CH:16][N:15]=[CH:14][C:13]=3[N:18]=2)[CH:7]=[CH:8][CH:9]=1)([O-])=O.[NH4+].[Cl-].O. The catalyst is [Fe].CO. The yield is 0.630. The product is [S:11]1[C:12]2[CH:17]=[CH:16][N:15]=[CH:14][C:13]=2[N:18]=[C:10]1[C:6]1[CH:5]=[C:4]([NH2:1])[CH:9]=[CH:8][CH:7]=1.